This data is from Peptide-MHC class II binding affinity with 134,281 pairs from IEDB. The task is: Regression. Given a peptide amino acid sequence and an MHC pseudo amino acid sequence, predict their binding affinity value. This is MHC class II binding data. (1) The peptide sequence is EKKYFAATQFRPLAA. The MHC is DRB1_1001 with pseudo-sequence DRB1_1001. The binding affinity (normalized) is 0.776. (2) The peptide sequence is VDFGNSYIAEMETES. The MHC is HLA-DQA10201-DQB10301 with pseudo-sequence HLA-DQA10201-DQB10301. The binding affinity (normalized) is 0.